From a dataset of Full USPTO retrosynthesis dataset with 1.9M reactions from patents (1976-2016). Predict the reactants needed to synthesize the given product. (1) Given the product [Cl:1][C:2]1[CH:3]=[C:4]2[CH:10]=[C:9]([CH2:11][N:21]3[C:25]4=[CH:26][N:27]=[CH:28][CH:29]=[C:24]4[C:23]4([CH2:30][CH2:31]4)[C:22]3=[O:32])[N:8]([CH2:13][CH2:14][CH2:15][S:16]([CH2:19][CH3:20])(=[O:18])=[O:17])[C:5]2=[N:6][CH:7]=1, predict the reactants needed to synthesize it. The reactants are: [Cl:1][C:2]1[CH:3]=[C:4]2[CH:10]=[C:9]([CH2:11]Cl)[N:8]([CH2:13][CH2:14][CH2:15][S:16]([CH2:19][CH3:20])(=[O:18])=[O:17])[C:5]2=[N:6][CH:7]=1.[NH:21]1[C:25]2=[CH:26][N:27]=[CH:28][CH:29]=[C:24]2[C:23]2([CH2:31][CH2:30]2)[C:22]1=[O:32].[H-].[Na+]. (2) Given the product [CH3:1][CH:2]1[CH2:13][CH2:12][C@@H:11]([CH3:14])[C:10](=[O:15])[O:9][CH2:8][C@@H:7]([C:16]2[CH:21]=[CH:20][CH:19]=[CH:18][CH:17]=2)[NH:6][C:5](=[O:22])[CH2:4][CH2:3]1, predict the reactants needed to synthesize it. The reactants are: [CH3:1][C:2]1[CH2:3][CH2:4][C:5](=[O:22])[NH:6][C@H:7]([C:16]2[CH:21]=[CH:20][CH:19]=[CH:18][CH:17]=2)[CH2:8][O:9][C:10](=[O:15])[C@H:11]([CH3:14])[CH2:12][CH:13]=1. (3) Given the product [C:15]([C:17]1[CH:31]=[C:30]([CH2:32][O:33][C:2]2[CH:3]=[C:4]3[N:11]([CH3:12])[CH2:10][CH2:9][N:5]3[C:6](=[O:8])[N:7]=2)[CH:29]=[CH:28][C:18]=1[O:19][C:20]1[CH:21]=[CH:22][C:23]([C:26]#[N:27])=[N:24][CH:25]=1)#[N:16], predict the reactants needed to synthesize it. The reactants are: Cl[C:2]1[CH:3]=[C:4]2[N:11]([CH3:12])[CH2:10][CH2:9][N:5]2[C:6](=[O:8])[N:7]=1.[H-].[Na+].[C:15]([C:17]1[CH:31]=[C:30]([CH2:32][OH:33])[CH:29]=[CH:28][C:18]=1[O:19][C:20]1[CH:21]=[CH:22][C:23]([C:26]#[N:27])=[N:24][CH:25]=1)#[N:16]. (4) The reactants are: [C:1]1([NH2:8])[CH:6]=[CH:5][CH:4]=[CH:3][C:2]=1[NH2:7].[Br:9][C:10]1[CH:17]=[CH:16][C:13]([CH:14]=O)=[CH:12][CH:11]=1.CC1C=CC(S(O)(=O)=O)=CC=1. Given the product [Br:9][C:10]1[CH:17]=[CH:16][C:13]([C:14]2[NH:8][C:1]3[CH:6]=[CH:5][CH:4]=[CH:3][C:2]=3[N:7]=2)=[CH:12][CH:11]=1, predict the reactants needed to synthesize it.